Dataset: Catalyst prediction with 721,799 reactions and 888 catalyst types from USPTO. Task: Predict which catalyst facilitates the given reaction. (1) Reactant: [F:1][C:2]1[CH:7]=[CH:6][C:5]([F:8])=[CH:4][C:3]=1/[CH:9]=[CH:10]/[CH2:11][N:12]1[CH2:17][CH2:16][C@H:15]([CH2:18][CH2:19][CH2:20][N:21]2[C:26]3[CH:27]=[C:28]([O:31][CH3:32])[CH:29]=[CH:30][C:25]=3[O:24][CH2:23][C:22]2=[O:33])[C@H:14]([C:34]([O:36]C)=[O:35])[CH2:13]1.[OH-].[Na+]. Product: [F:1][C:2]1[CH:7]=[CH:6][C:5]([F:8])=[CH:4][C:3]=1/[CH:9]=[CH:10]/[CH2:11][N:12]1[CH2:17][CH2:16][CH:15]([CH2:18][CH2:19][CH2:20][N:21]2[C:26]3[CH:27]=[C:28]([O:31][CH3:32])[CH:29]=[CH:30][C:25]=3[O:24][CH2:23][C:22]2=[O:33])[CH:14]([C:34]([OH:36])=[O:35])[CH2:13]1. The catalyst class is: 5. (2) Reactant: Cl[C:2]1[CH:11]=[N:10][C:9]2[C:4](=[CH:5][CH:6]=[C:7]([N+:12]([O-:14])=[O:13])[CH:8]=2)[N:3]=1.[CH3:15][O-:16].[Na+]. Product: [CH3:15][O:16][C:2]1[CH:11]=[N:10][C:9]2[C:4](=[CH:5][CH:6]=[C:7]([N+:12]([O-:14])=[O:13])[CH:8]=2)[N:3]=1. The catalyst class is: 1.